The task is: Regression/Classification. Given a drug SMILES string, predict its absorption, distribution, metabolism, or excretion properties. Task type varies by dataset: regression for continuous measurements (e.g., permeability, clearance, half-life) or binary classification for categorical outcomes (e.g., BBB penetration, CYP inhibition). Dataset: cyp1a2_veith.. This data is from CYP1A2 inhibition data for predicting drug metabolism from PubChem BioAssay. (1) The drug is O=C(c1cc(-c2cccs2)on1)N1CCN(c2ccc(F)cc2)CC1. The result is 1 (inhibitor). (2) The drug is COCCn1c(=O)c(-c2cc(F)cc(F)c2)nc2cncnc21. The result is 1 (inhibitor). (3) The drug is COC(=O)[C@@]1(Cc2ccc(OC)cc2)[C@H]2c3cc(C(=O)N(C)C)n(CCc4c[nH]c5ccc(O)cc45)c3C[C@H]2CN1C(=O)c1ccccc1. The result is 0 (non-inhibitor). (4) The compound is CN=C1S/C(=C\c2ccc(Sc3ccc(Cl)cc3)o2)C(=O)N1C. The result is 1 (inhibitor).